From a dataset of Full USPTO retrosynthesis dataset with 1.9M reactions from patents (1976-2016). Predict the reactants needed to synthesize the given product. (1) Given the product [Br:1][C:2]1[CH:10]=[C:9]([CH:8]=[CH:7][C:3]=1[C:4]([N:34]1[CH2:35][CH2:36][CH2:37][CH:38]1[CH3:39])=[O:5])[C:11]([NH:13][C@H:14]([C:16]1[NH:20][C:19]2[CH:21]=[CH:22][C:23]([Cl:25])=[CH:24][C:18]=2[N:17]=1)[CH3:15])=[O:12], predict the reactants needed to synthesize it. The reactants are: [Br:1][C:2]1[CH:10]=[C:9]([C:11]([NH:13][C@H:14]([C:16]2[NH:20][C:19]3[CH:21]=[CH:22][C:23]([Cl:25])=[CH:24][C:18]=3[N:17]=2)[CH3:15])=[O:12])[CH:8]=[CH:7][C:3]=1[C:4](O)=[O:5].CN(C(O[N:34]1N=N[C:36]2[CH:37]=[CH:38][CH:39]=C[C:35]1=2)=[N+](C)C)C.[B-](F)(F)(F)F.C(N(C(C)C)CC)(C)C.CC1CCCN1.BrCl. (2) Given the product [O:29]1[CH2:30][CH2:31][O:32][CH:28]1[CH2:27][CH2:26][CH2:25][CH2:24][CH2:23][CH2:22][CH2:21][CH2:20][O:18][C:16]1[CH:15]=[C:4]([CH:3]=[C:2]([Br:1])[CH:17]=1)[C:5]([O:7][CH2:8][C:9]1[CH:14]=[CH:13][CH:12]=[CH:11][CH:10]=1)=[O:6], predict the reactants needed to synthesize it. The reactants are: [Br:1][C:2]1[CH:3]=[C:4]([CH:15]=[C:16]([OH:18])[CH:17]=1)[C:5]([O:7][CH2:8][C:9]1[CH:14]=[CH:13][CH:12]=[CH:11][CH:10]=1)=[O:6].Br[CH2:20][CH2:21][CH2:22][CH2:23][CH2:24][CH2:25][CH2:26][CH2:27][CH:28]1[O:32][CH2:31][CH2:30][O:29]1.C(=O)([O-])[O-].[K+].[K+]. (3) Given the product [NH2:24][C:6]([CH2:5][C:4]1[CH:25]=[C:26]([CH3:28])[CH:27]=[C:2]([CH3:1])[CH:3]=1)([C:20]([F:23])([F:21])[F:22])[CH2:7][C:8]([C:11]1[CH:16]=[C:15]([F:17])[CH:14]=[CH:13][C:12]=1[OH:18])([CH3:10])[CH3:9], predict the reactants needed to synthesize it. The reactants are: [CH3:1][C:2]1[CH:3]=[C:4]([CH:25]=[C:26]([CH3:28])[CH:27]=1)[CH2:5][C:6]([NH2:24])([C:20]([F:23])([F:22])[F:21])[CH2:7][C:8]([C:11]1[CH:16]=[C:15]([F:17])[CH:14]=[CH:13][C:12]=1[O:18]C)([CH3:10])[CH3:9].B(Br)(Br)Br.CO. (4) Given the product [C:1]([O:5][C@@H:6]([C:11]1[C:12]([C:25]2[CH2:32][CH2:31][C:28]3([CH2:29][CH2:30]3)[CH2:27][CH:26]=2)=[C:13]2[C:18](=[CH:19][C:20]=1[CH3:21])[N:17]=[C:16]([CH:22]([F:23])[F:24])[CH:15]=[CH:14]2)[C:7]([OH:9])=[O:8])([CH3:4])([CH3:2])[CH3:3], predict the reactants needed to synthesize it. The reactants are: [C:1]([O:5][C@@H:6]([C:11]1[C:12]([C:25]2[CH2:32][CH2:31][C:28]3([CH2:30][CH2:29]3)[CH2:27][CH:26]=2)=[C:13]2[C:18](=[CH:19][C:20]=1[CH3:21])[N:17]=[C:16]([CH:22]([F:24])[F:23])[CH:15]=[CH:14]2)[C:7]([O:9]C)=[O:8])([CH3:4])([CH3:3])[CH3:2].[OH-].[Li+]. (5) Given the product [Cl:1][CH2:2][C:3]([NH:4][C:15]12[CH2:20][CH:11]3[CH2:18][CH:17]([CH2:19][C:13]([NH:21][C:22]([C:24]4[CH:29]=[CH:28][CH:27]=[CH:26][N:25]=4)=[O:23])([CH2:12]3)[CH2:14]1)[CH2:16]2)=[O:30], predict the reactants needed to synthesize it. The reactants are: [Cl:1][CH2:2][C:3]#[N:4].S(=O)(=O)(O)O.O[C:11]12[CH2:20][CH:15]3[CH2:16][CH:17]([CH2:19][C:13]([NH:21][C:22]([C:24]4[CH:29]=[CH:28][CH:27]=[CH:26][N:25]=4)=[O:23])([CH2:14]3)[CH2:12]1)[CH2:18]2.[OH-:30].[Na+]. (6) Given the product [CH3:7][C:8]1[CH:13]=[CH:12][C:11]([S:14]([O:6][CH:3]2[CH2:4][CH2:5][O:1][CH2:2]2)(=[O:16])=[O:15])=[CH:10][CH:9]=1, predict the reactants needed to synthesize it. The reactants are: [O:1]1[CH2:5][CH2:4][CH:3]([OH:6])[CH2:2]1.[CH3:7][C:8]1[CH:13]=[CH:12][C:11]([S:14](Cl)(=[O:16])=[O:15])=[CH:10][CH:9]=1.C(N(CC)CC)C.